This data is from Catalyst prediction with 721,799 reactions and 888 catalyst types from USPTO. The task is: Predict which catalyst facilitates the given reaction. Reactant: C([O:3][CH:4](OCC)[C:5]1[N:6]=[N:7][N:8]([CH2:10][Si:11]([CH3:14])([CH3:13])[CH3:12])[CH:9]=1)C.Cl.CCOCC. Product: [CH3:14][Si:11]([CH2:10][N:8]1[CH:9]=[C:5]([CH:4]=[O:3])[N:6]=[N:7]1)([CH3:12])[CH3:13]. The catalyst class is: 20.